From a dataset of NCI-60 drug combinations with 297,098 pairs across 59 cell lines. Regression. Given two drug SMILES strings and cell line genomic features, predict the synergy score measuring deviation from expected non-interaction effect. Drug 1: CC1OCC2C(O1)C(C(C(O2)OC3C4COC(=O)C4C(C5=CC6=C(C=C35)OCO6)C7=CC(=C(C(=C7)OC)O)OC)O)O. Drug 2: CC=C1C(=O)NC(C(=O)OC2CC(=O)NC(C(=O)NC(CSSCCC=C2)C(=O)N1)C(C)C)C(C)C. Cell line: SF-295. Synergy scores: CSS=55.7, Synergy_ZIP=1.46, Synergy_Bliss=-1.03, Synergy_Loewe=-2.83, Synergy_HSA=0.197.